From a dataset of Forward reaction prediction with 1.9M reactions from USPTO patents (1976-2016). Predict the product of the given reaction. (1) Given the reactants [F:1][C:2]1[CH:3]=[C:4]([CH:21]=[CH:22][C:23]=1[F:24])[O:5][C:6]1[C:7]([C:19]#[N:20])=[N:8][CH:9]=[C:10]([S:12][C:13]2[CH:18]=[CH:17][CH:16]=[CH:15][N:14]=2)[CH:11]=1.S(=O)(=O)(O)[OH:26], predict the reaction product. The product is: [F:1][C:2]1[CH:3]=[C:4]([CH:21]=[CH:22][C:23]=1[F:24])[O:5][C:6]1[C:7]([C:19]([NH2:20])=[O:26])=[N:8][CH:9]=[C:10]([S:12][C:13]2[CH:18]=[CH:17][CH:16]=[CH:15][N:14]=2)[CH:11]=1. (2) The product is: [OH:15][C:12]1([CH3:17])[CH2:11][CH2:10][CH:9]([CH2:8][NH:7][C:6](=[O:16])[O:5][C:1]([CH3:4])([CH3:2])[CH3:3])[CH2:14][CH2:13]1. Given the reactants [C:1]([O:5][C:6](=[O:16])[NH:7][CH2:8][CH:9]1[CH2:14][CH2:13][C:12](=[O:15])[CH2:11][CH2:10]1)([CH3:4])([CH3:3])[CH3:2].[CH3:17][Li].[NH4+].[Cl-], predict the reaction product. (3) Given the reactants [Cl:1][C:2]1[CH:7]=[C:6]([OH:8])[CH:5]=[CH:4][C:3]=1[CH:9]([CH3:27])[C:10]([C:16]1[CH:17]=[CH:18][C:19]2[O:23][C:22](=[O:24])[N:21]([CH3:25])[C:20]=2[CH:26]=1)([OH:15])[C:11]([F:14])([F:13])[F:12].[CH3:28][O:29][C:30]([C:32]1[N:33]=[N:34][C:35](Cl)=[CH:36][CH:37]=1)=[O:31], predict the reaction product. The product is: [CH3:28][O:29][C:30]([C:32]1[N:33]=[N:34][C:35]([O:8][C:6]2[CH:5]=[CH:4][C:3]([CH:9]([CH3:27])[C:10]([OH:15])([C:16]3[CH:17]=[CH:18][C:19]4[O:23][C:22](=[O:24])[N:21]([CH3:25])[C:20]=4[CH:26]=3)[C:11]([F:12])([F:13])[F:14])=[C:2]([Cl:1])[CH:7]=2)=[CH:36][CH:37]=1)=[O:31]. (4) Given the reactants [CH2:1]([O:8][C:9]([N:11]1[C@H:20]([C:21](O)=[O:22])[CH2:19][C:18]2[C:13](=[CH:14][CH:15]=[CH:16][CH:17]=2)[CH2:12]1)=[O:10])[C:2]1[CH:7]=[CH:6][CH:5]=[CH:4][CH:3]=1.ClC(N(C)C)=C(C)C.[NH:32]1[C:40]2[C:35](=[CH:36][C:37]([CH2:41][NH:42][C@@H:43]([C:47]3[CH:52]=[CH:51][CH:50]=[CH:49][CH:48]=3)[CH2:44][O:45][CH3:46])=[CH:38][CH:39]=2)[CH:34]=[CH:33]1.CCN(C(C)C)C(C)C, predict the reaction product. The product is: [NH:32]1[C:40]2[C:35](=[CH:36][C:37]([CH2:41][N:42]([C@@H:43]([C:47]3[CH:52]=[CH:51][CH:50]=[CH:49][CH:48]=3)[CH2:44][O:45][CH3:46])[C:21]([C@@H:20]3[CH2:19][C:18]4[C:13](=[CH:14][CH:15]=[CH:16][CH:17]=4)[CH2:12][N:11]3[C:9]([O:8][CH2:1][C:2]3[CH:7]=[CH:6][CH:5]=[CH:4][CH:3]=3)=[O:10])=[O:22])=[CH:38][CH:39]=2)[CH:34]=[CH:33]1. (5) Given the reactants [CH2:1]([O:5][C:6]1[N:14]=[C:13]2[C:9]([N:10]=[C:11]([O:24]C)[N:12]2[CH2:15][CH:16]2[CH2:21][CH2:20][CH2:19][N:18]([CH2:22][CH3:23])[CH2:17]2)=[C:8]([NH2:26])[N:7]=1)[CH2:2][CH2:3][CH3:4].Cl, predict the reaction product. The product is: [NH2:26][C:8]1[N:7]=[C:6]([O:5][CH2:1][CH2:2][CH2:3][CH3:4])[N:14]=[C:13]2[C:9]=1[NH:10][C:11](=[O:24])[N:12]2[CH2:15][CH:16]1[CH2:21][CH2:20][CH2:19][N:18]([CH2:22][CH3:23])[CH2:17]1. (6) Given the reactants [CH3:1][O:2][C:3]1[CH:4]=[C:5]([C:9]2([C:20]([O:22]C)=[O:21])[CH2:14][CH2:13][C:12](=[O:15])[CH:11](C(OC)=O)[CH2:10]2)[CH:6]=[CH:7][CH:8]=1.[OH-].[K+].O.Cl, predict the reaction product. The product is: [CH3:1][O:2][C:3]1[CH:4]=[C:5]([C:9]2([C:20]([OH:22])=[O:21])[CH2:10][CH2:11][C:12](=[O:15])[CH2:13][CH2:14]2)[CH:6]=[CH:7][CH:8]=1. (7) Given the reactants Cl[C:2]([O:4][CH2:5][Cl:6])=[O:3].C(N(CC)CC)C.[CH2:14]([NH:18][CH2:19][CH2:20][CH2:21][CH3:22])[CH2:15][CH2:16][CH3:17].Cl, predict the reaction product. The product is: [CH2:14]([N:18]([CH2:19][CH2:20][CH2:21][CH3:22])[C:2](=[O:3])[O:4][CH2:5][Cl:6])[CH2:15][CH2:16][CH3:17]. (8) Given the reactants [CH2:1]([C@H:8]([NH:30][C:31](=[O:50])[C@H:32]([CH:47]([CH3:49])[CH3:48])[NH:33][C:34]([N:36]([CH2:38][C:39]1[N:40]=[C:41]([CH:44]([CH3:46])[CH3:45])[S:42][CH:43]=1)[CH3:37])=[O:35])[CH2:9][C@H:10]([OH:29])[C@@H:11]([NH:19][C:20]([O:22][CH2:23][C:24]1[S:28][CH:27]=[N:26][CH:25]=1)=[O:21])[CH2:12][C:13]1[CH:18]=[CH:17][CH:16]=[CH:15][CH:14]=1)[C:2]1[CH:7]=[CH:6][CH:5]=[CH:4][CH:3]=1.[CH3:51][S:52][CH3:53].C(OOC(=O)C1C=CC=CC=1)(=O)C1C=CC=CC=1, predict the reaction product. The product is: [CH2:1]([C@H:8]([NH:30][C:31](=[O:50])[C@H:32]([CH:47]([CH3:49])[CH3:48])[NH:33][C:34]([N:36]([CH2:38][C:39]1[N:40]=[C:41]([CH:44]([CH3:45])[CH3:46])[S:42][CH:43]=1)[CH3:37])=[O:35])[CH2:9][C@H:10]([O:29][CH2:51][S:52][CH3:53])[C@@H:11]([NH:19][C:20]([O:22][CH2:23][C:24]1[S:28][CH:27]=[N:26][CH:25]=1)=[O:21])[CH2:12][C:13]1[CH:18]=[CH:17][CH:16]=[CH:15][CH:14]=1)[C:2]1[CH:3]=[CH:4][CH:5]=[CH:6][CH:7]=1.